From a dataset of Full USPTO retrosynthesis dataset with 1.9M reactions from patents (1976-2016). Predict the reactants needed to synthesize the given product. (1) Given the product [Br:1][C:2]1[CH:7]=[CH:6][C:5]([OH:8])=[C:4]([C:9](=[O:13])[CH:10]([CH3:11])[CH3:12])[CH:3]=1, predict the reactants needed to synthesize it. The reactants are: [Br:1][C:2]1[CH:7]=[CH:6][C:5]([OH:8])=[C:4]([CH:9]([OH:13])[CH:10]([CH3:12])[CH3:11])[CH:3]=1. (2) The reactants are: [N+:1]([C:4]1[CH:12]=[CH:11][C:7]([C:8]([OH:10])=O)=[CH:6][CH:5]=1)([O-:3])=[O:2].[CH3:13][N:14]([CH:16]=O)[CH3:15].C1C=C[C:21]2[N:26](O)N=NC=2C=1.[CH2:28](Cl)CCl. Given the product [CH3:13][N:14]1[CH2:16][CH2:21][N:26]([C:8]([C:7]2[CH:6]=[CH:5][C:4]([N+:1]([O-:3])=[O:2])=[CH:12][CH:11]=2)=[O:10])[CH2:28][CH2:15]1, predict the reactants needed to synthesize it. (3) Given the product [Cl:1][C:2]1[CH:3]=[C:4]2[C:9](=[CH:10][C:11]=1[C:12]([N:63]1[CH2:64][CH:65]=[CH:66][CH2:67][CH2:68]1)=[O:13])[N:8]=[CH:7][N:6]=[C:5]2[NH:15][CH:16]([C:18]1[NH:22][C:21]2[CH:23]=[CH:24][C:25]([Cl:27])=[CH:26][C:20]=2[N:19]=1)[CH3:17], predict the reactants needed to synthesize it. The reactants are: [Cl:1][C:2]1[CH:3]=[C:4]2[C:9](=[CH:10][C:11]=1[C:12](O)=[O:13])[N:8]=[CH:7][N:6]=[C:5]2[NH:15][CH:16]([C:18]1[NH:22][C:21]2[CH:23]=[CH:24][C:25]([Cl:27])=[CH:26][C:20]=2[N:19]=1)[CH3:17].FC1C(OC(N(C)C)=[N+](C)C)=C(F)C(F)=C(F)C=1F.F[P-](F)(F)(F)(F)F.C(N(C(C)C)CC)(C)C.[NH:63]1[CH2:68][CH:67]=[CH:66][CH2:65][CH2:64]1. (4) The reactants are: [Cl:1][C:2]1[CH:7]=[CH:6][C:5]([F:8])=[CH:4][N:3]=1.[Li].C([N-]C(C)C)(C)C.[I:17]I.S([O-])([O-])(=O)=S.[Na+].[Na+]. Given the product [Cl:1][C:2]1[CH:7]=[C:6]([I:17])[C:5]([F:8])=[CH:4][N:3]=1, predict the reactants needed to synthesize it. (5) The reactants are: [OH:1][C:2]1[CH:7]=[CH:6][C:5]([C:8]2[CH:13]=[CH:12][CH:11]=[C:10]([C:14]3[C:23]4[CH2:22][CH2:21][C@H:20]5[C@H:24]([CH3:31])[C:25](=[O:30])[CH:26]([C:28]#[N:29])[CH2:27][C@:19]5([C:32]5[CH:37]=[CH:36][CH:35]=[CH:34][CH:33]=5)[C:18]=4[N:17]=[C:16]([CH3:38])[N:15]=3)[CH:9]=2)=[CH:4][CH:3]=1.ClC1C(=O)C(C#N)=C(C#N)C(=O)C=1Cl. Given the product [OH:1][C:2]1[CH:7]=[CH:6][C:5]([C:8]2[CH:13]=[CH:12][CH:11]=[C:10]([C:14]3[C:23]4[CH2:22][CH2:21][C@H:20]5[C@H:24]([CH3:31])[C:25](=[O:30])[C:26]([C:28]#[N:29])=[CH:27][C@:19]5([C:32]5[CH:33]=[CH:34][CH:35]=[CH:36][CH:37]=5)[C:18]=4[N:17]=[C:16]([CH3:38])[N:15]=3)[CH:9]=2)=[CH:4][CH:3]=1, predict the reactants needed to synthesize it. (6) The reactants are: [Br:1][C:2]1[C:7]([N+:8]([O-])=O)=[CH:6][C:5]([Br:11])=[CH:4][N:3]=1.Cl[Sn]Cl. Given the product [Br:1][C:2]1[C:7]([NH2:8])=[CH:6][C:5]([Br:11])=[CH:4][N:3]=1, predict the reactants needed to synthesize it.